The task is: Predict the reactants needed to synthesize the given product.. This data is from Full USPTO retrosynthesis dataset with 1.9M reactions from patents (1976-2016). (1) Given the product [O:8]=[CH:6][C@@H:5]([C@H:4]([C@@H:3]([C@@H:2]([CH2:1][OH:23])[OH:7])[OH:22])[OH:21])[OH:20], predict the reactants needed to synthesize it. The reactants are: [CH2:1]([OH:23])[C@H:2]1[O:7][C@@H:6]([O:8][C@H]2[C@H](O)[C@@H](O)[C@H](O)O[C@@H]2CO)[C@H:5]([OH:20])[C@@H:4]([OH:21])[C@@H:3]1[OH:22].C([O-])(=O)C.[Na+]. (2) Given the product [CH2:1]([O:3][C:4](=[O:24])[C@@:5]([CH3:23])([O:14][C:15]1[CH:16]=[CH:17][C:18]([O:21][CH3:22])=[CH:19][CH:20]=1)[CH2:6][C:7]1[CH:8]=[CH:9][C:10]([O:13][CH2:37][CH2:36][C:27]2[N:28]=[C:29]([C:31]3[S:32][CH:33]=[CH:34][CH:35]=3)[O:30][C:26]=2[CH3:25])=[CH:11][CH:12]=1)[CH3:2], predict the reactants needed to synthesize it. The reactants are: [CH2:1]([O:3][C:4](=[O:24])[C@@:5]([CH3:23])([O:14][C:15]1[CH:20]=[CH:19][C:18]([O:21][CH3:22])=[CH:17][CH:16]=1)[CH2:6][C:7]1[CH:12]=[CH:11][C:10]([OH:13])=[CH:9][CH:8]=1)[CH3:2].[CH3:25][C:26]1[O:30][C:29]([C:31]2[S:32][CH:33]=[CH:34][CH:35]=2)=[N:28][C:27]=1[CH2:36][CH2:37]OS(C1C=CC(C)=CC=1)(=O)=O. (3) Given the product [F:48][CH2:47][CH2:46][O:45][C:43](=[O:44])[NH:19][C:18]1[CH:20]=[CH:21][C:15]([C:13]2[N:12]=[C:11]3[N:22]([CH:25]4[CH2:34][CH2:33][C:28]5([O:29][CH2:30][CH2:31][O:32]5)[CH2:27][CH2:26]4)[N:23]=[CH:24][C:10]3=[C:9]([N:3]3[CH2:4][CH:5]4[O:8][CH:1]([CH2:7][CH2:6]4)[CH2:2]3)[N:14]=2)=[CH:16][CH:17]=1, predict the reactants needed to synthesize it. The reactants are: [CH:1]12[O:8][CH:5]([CH2:6][CH2:7]1)[CH2:4][N:3]([C:9]1[N:14]=[C:13]([C:15]3[CH:21]=[CH:20][C:18]([NH2:19])=[CH:17][CH:16]=3)[N:12]=[C:11]3[N:22]([CH:25]4[CH2:34][CH2:33][C:28]5([O:32][CH2:31][CH2:30][O:29]5)[CH2:27][CH2:26]4)[N:23]=[CH:24][C:10]=13)[CH2:2]2.C(N(CC)CC)C.Cl[C:43]([O:45][CH2:46][CH2:47][F:48])=[O:44]. (4) Given the product [CH:7]([C:5]1[S:6][C:2](/[CH:17]=[CH:16]/[C:15]([O:19][C:20]([CH3:23])([CH3:22])[CH3:21])=[O:18])=[CH:3][CH:4]=1)=[O:8], predict the reactants needed to synthesize it. The reactants are: Br[C:2]1[S:6][C:5]([CH:7]=[O:8])=[CH:4][CH:3]=1.C(=O)([O-])[O-].[K+].[K+].[C:15]([O:19][C:20]([CH3:23])([CH3:22])[CH3:21])(=[O:18])[CH:16]=[CH2:17]. (5) Given the product [CH2:25]([O:28][CH2:29][N:24]([CH3:23])[C:3]1[N:12]=[C:11]([N:13]([C:15]2[CH:20]=[CH:19][C:18]([O:21][CH3:22])=[CH:17][CH:16]=2)[CH3:14])[C:10]2[C:5](=[CH:6][CH:7]=[CH:8][CH:9]=2)[N:4]=1)[CH3:26], predict the reactants needed to synthesize it. The reactants are: Cl.Cl[C:3]1[N:12]=[C:11]([N:13]([C:15]2[CH:20]=[CH:19][C:18]([O:21][CH3:22])=[CH:17][CH:16]=2)[CH3:14])[C:10]2[C:5](=[CH:6][CH:7]=[CH:8][CH:9]=2)[N:4]=1.[CH3:23][NH2:24].[C:25]([O:28][CH2:29]C)(=O)[CH3:26]. (6) Given the product [CH3:1][CH:2]1[CH2:11][C:10]2[C:5](=[CH:6][CH:7]=[CH:8][CH:9]=2)[CH:4]([C:12]2[CH:13]=[CH:14][C:15]([C:18]([F:19])([F:21])[F:20])=[CH:16][CH:17]=2)[N:3]1[C:32]([NH:31][C:34]1[CH:35]=[N:36][CH:37]=[CH:38][CH:39]=1)=[O:33], predict the reactants needed to synthesize it. The reactants are: [CH3:1][CH:2]1[CH2:11][C:10]2[C:5](=[CH:6][CH:7]=[CH:8][CH:9]=2)[CH:4]([C:12]2[CH:17]=[CH:16][C:15]([C:18]([F:21])([F:20])[F:19])=[CH:14][CH:13]=2)[NH:3]1.CCN(C(C)C)C(C)C.[N:31]([C:34]1[CH:35]=[N:36][CH:37]=[CH:38][CH:39]=1)=[C:32]=[O:33].